Dataset: Full USPTO retrosynthesis dataset with 1.9M reactions from patents (1976-2016). Task: Predict the reactants needed to synthesize the given product. Given the product [OH:18][OH:19].[CH3:1][CH:2]([CH3:4])[O-:3].[Ti+4:17].[CH3:5][CH:6]([CH3:8])[O-:7].[CH3:9][CH:10]([CH3:12])[O-:11].[CH3:13][CH:14]([CH3:16])[O-:15], predict the reactants needed to synthesize it. The reactants are: [CH3:1][CH:2]([CH3:4])[O-:3].[CH3:5][CH:6]([CH3:8])[O-:7].[CH3:9][CH:10]([CH3:12])[O-:11].[CH3:13][CH:14]([CH3:16])[O-:15].[Ti+4:17].[OH2:18].[OH:19]O.